From a dataset of Forward reaction prediction with 1.9M reactions from USPTO patents (1976-2016). Predict the product of the given reaction. (1) The product is: [NH2:23][C:5]1[CH:6]=[C:7]([CH:20]=[CH:21][CH:4]=1)[C:8]([C:10]1[CH:11]=[C:12]2[C:16](=[CH:17][CH:18]=1)[NH:15][C:14](=[O:19])[CH2:13]2)=[O:9]. Given the reactants [N+]([C:4]1[CH:21]=[CH:20][C:7]([C:8]([C:10]2[CH:11]=[C:12]3[C:16](=[CH:17][CH:18]=2)[NH:15][C:14](=[O:19])[CH2:13]3)=[O:9])=[CH:6][CH:5]=1)([O-])=O.O=[N:23]C1C=CC=CC=1, predict the reaction product. (2) Given the reactants Br[CH2:2][C:3]1[C:8]([CH3:9])=[CH:7][CH:6]=[CH:5][C:4]=1[N:10]1[C:14](=[O:15])[N:13]([CH3:16])[N:12]=[N:11]1.C(=O)([O-])[O-:18].[Ca+2].O1CCOCC1, predict the reaction product. The product is: [OH:18][CH2:2][C:3]1[C:8]([CH3:9])=[CH:7][CH:6]=[CH:5][C:4]=1[N:10]1[C:14](=[O:15])[N:13]([CH3:16])[N:12]=[N:11]1. (3) The product is: [C:22]([O:1][CH2:2][C:3]1[CH:4]=[CH:5][C:6]([CH2:10][C:11]2[CH:16]=[CH:15][C:14]([O:17][C:18]([F:19])([F:20])[F:21])=[CH:13][CH:12]=2)=[C:7]([OH:9])[CH:8]=1)(=[O:24])[CH3:23]. Given the reactants [OH:1][CH2:2][C:3]1[CH:4]=[CH:5][C:6]([CH2:10][C:11]2[CH:16]=[CH:15][C:14]([O:17][C:18]([F:21])([F:20])[F:19])=[CH:13][CH:12]=2)=[C:7]([OH:9])[CH:8]=1.[C:22](OC=C)(=[O:24])[CH3:23].CCCC[Sn](Cl)(O[Sn](Cl)(CCCC)CCCC)CCCC.C(OCC)(=O)C, predict the reaction product.